From a dataset of Experimentally validated miRNA-target interactions with 360,000+ pairs, plus equal number of negative samples. Binary Classification. Given a miRNA mature sequence and a target amino acid sequence, predict their likelihood of interaction. The miRNA is rno-miR-200c-5p with sequence CGUCUUACCCAGCAGUGUUUG. The protein sequence of the target gene is MATEAQSEGEVPARESGRSDAICSFVICNDSSLRGQPIIFNPDFFVEKLRHEKPEIFTELVVSNITRLIDLPGTELAQLMGEVDLKLPGGAGPASGFFRSLMSLKRKEKGVIFGSPLTEEGIAQIYQLIEYLHKNLRVEGLFRVPGNSVRQQILRDALNNGTDIDLESGEFHSNDVATLLKMFLGELPEPLLTHKHFNAHLKIADLMQFDDKGNKTNIPDKDRQIEALQLLFLILPPPNRNLLKLLLDLLYQTAKKQDKNKMSAYNLALMFAPHVLWPKNVTANDLQENITKLNSGMAFM.... Result: 0 (no interaction).